This data is from Forward reaction prediction with 1.9M reactions from USPTO patents (1976-2016). The task is: Predict the product of the given reaction. Given the reactants [C:1]1([C:11](Cl)=[O:12])[C:10]2[C:5](=[CH:6][CH:7]=[CH:8][CH:9]=2)[CH:4]=[CH:3][CH:2]=1.Cl.[CH3:15][NH:16][O:17][CH3:18].C(N(C(C)C)CC)(C)C, predict the reaction product. The product is: [CH3:18][O:17][N:16]([CH3:15])[C:11]([C:1]1[C:10]2[C:5](=[CH:6][CH:7]=[CH:8][CH:9]=2)[CH:4]=[CH:3][CH:2]=1)=[O:12].